Dataset: Forward reaction prediction with 1.9M reactions from USPTO patents (1976-2016). Task: Predict the product of the given reaction. (1) Given the reactants [F:1][C:2]1[CH:7]=[CH:6][C:5]([CH:8]([N:30]2[CH2:35][CH2:34][N:33](C(OC(C)(C)C)=O)[CH2:32][CH2:31]2)[CH2:9][N:10]2[CH2:15][CH2:14][N:13]([CH2:16][CH2:17][CH2:18][CH2:19][C:20]3[C:29]4[C:24](=[CH:25][CH:26]=[CH:27][CH:28]=4)[CH:23]=[CH:22][CH:21]=3)[CH2:12][CH2:11]2)=[CH:4][CH:3]=1.[ClH:43].C(OCC)(=O)C, predict the reaction product. The product is: [ClH:43].[ClH:43].[ClH:43].[ClH:43].[F:1][C:2]1[CH:7]=[CH:6][C:5]([CH:8]([N:30]2[CH2:35][CH2:34][NH:33][CH2:32][CH2:31]2)[CH2:9][N:10]2[CH2:15][CH2:14][N:13]([CH2:16][CH2:17][CH2:18][CH2:19][C:20]3[C:29]4[C:24](=[CH:25][CH:26]=[CH:27][CH:28]=4)[CH:23]=[CH:22][CH:21]=3)[CH2:12][CH2:11]2)=[CH:4][CH:3]=1. (2) The product is: [CH3:22][O:21][C:18]1[CH:19]=[CH:20][C:15]([N:14]2[C:10]3[C:9]4[CH:8]=[CH:7][C:6]([C:23]([F:26])([F:25])[F:24])=[CH:5][C:4]=4[N:3]=[C:2]([NH:27][CH2:28][CH2:29][CH2:30][OH:31])[C:11]=3[N:12]=[CH:13]2)=[CH:16][CH:17]=1. Given the reactants Cl[C:2]1[C:11]2[N:12]=[CH:13][N:14]([C:15]3[CH:20]=[CH:19][C:18]([O:21][CH3:22])=[CH:17][CH:16]=3)[C:10]=2[C:9]2[CH:8]=[CH:7][C:6]([C:23]([F:26])([F:25])[F:24])=[CH:5][C:4]=2[N:3]=1.[NH2:27][CH2:28][CH2:29][CH2:30][OH:31], predict the reaction product. (3) Given the reactants N[C:2]1[CH:7]=[C:6]([Cl:8])[CH:5]=[C:4]([Cl:9])[C:3]=1[OH:10].C=O.[C:13]([BH3-])#[N:14].[Na+].[C:17](O)(=O)C, predict the reaction product. The product is: [Cl:9][C:4]1[CH:5]=[C:6]([Cl:8])[CH:7]=[C:2]([N:14]([CH3:13])[CH3:17])[C:3]=1[OH:10]. (4) Given the reactants Br[C:2]1[CH:3]=[C:4]2[N:10]([CH3:11])[N:9]=[CH:8][C:5]2=[N:6][CH:7]=1.B1(B2OC(C)(C)C(C)(C)O2)OC(C)(C)C(C)(C)O1.ClCCl.C([O-])(=O)C.[K+].[C:38]([O:44][CH2:45][C@H:46]([C:52]1[C:61]([CH3:62])=[CH:60][C:55]2[N:56]=[C:57](Br)[S:58][C:54]=2[C:53]=1[C:63]1[CH:68]=[CH:67][C:66]([Cl:69])=[CH:65][CH:64]=1)[O:47][C:48]([CH3:51])([CH3:50])[CH3:49])(=[O:43])[C:39]([CH3:42])([CH3:41])[CH3:40].C([O-])([O-])=O.[K+].[K+], predict the reaction product. The product is: [C:38]([O:44][CH2:45][C@@H:46]([O:47][C:48]([CH3:51])([CH3:50])[CH3:49])[C:52]1[C:61]([CH3:62])=[CH:60][C:55]2[N:56]=[C:57]([C:2]3[CH:3]=[C:4]4[N:10]([CH3:11])[N:9]=[CH:8][C:5]4=[N:6][CH:7]=3)[S:58][C:54]=2[C:53]=1[C:63]1[CH:64]=[CH:65][C:66]([Cl:69])=[CH:67][CH:68]=1)(=[O:43])[C:39]([CH3:41])([CH3:40])[CH3:42].